This data is from Forward reaction prediction with 1.9M reactions from USPTO patents (1976-2016). The task is: Predict the product of the given reaction. Given the reactants [C:1]([C:4]12[CH2:11][CH2:10][C:7]([NH:12][CH2:13][C:14]([N:16]3[CH2:20][C@@H:19]([F:21])[CH2:18][C@H:17]3[C:22]#[N:23])=[O:15])([CH2:8][CH2:9]1)[CH2:6][CH2:5]2)(O)=[O:2].[NH2:24][C:25]1[S:26][CH:27]=[C:28]([C:30](=[N:36][O:37][CH3:38])[C:31]([O:33][CH2:34][CH3:35])=[O:32])[N:29]=1, predict the reaction product. The product is: [CH2:34]([O:33][C:31]([C:30]([C:28]1[N:29]=[C:25]([NH:24][C:1]([C:4]23[CH2:5][CH2:6][C:7]([NH:12][CH2:13][C:14]([N:16]4[CH2:20][C@@H:19]([F:21])[CH2:18][C@H:17]4[C:22]#[N:23])=[O:15])([CH2:8][CH2:9]2)[CH2:10][CH2:11]3)=[O:2])[S:26][CH:27]=1)=[N:36][O:37][CH3:38])=[O:32])[CH3:35].